This data is from Forward reaction prediction with 1.9M reactions from USPTO patents (1976-2016). The task is: Predict the product of the given reaction. (1) Given the reactants [C:1]([O:4][CH2:5][C:6]1[C:11](B2OC(C)(C)C(C)(C)O2)=[CH:10][CH:9]=[CH:8][C:7]=1[N:21]1[CH2:33][CH2:32][N:24]2[C:25]3[CH2:26][CH2:27][CH2:28][CH2:29][C:30]=3[CH:31]=[C:23]2[C:22]1=[O:34])(=[O:3])[CH3:2].Br[C:36]1[CH:37]=[C:38]([NH:44][C:45]2[CH:49]=[C:48]([CH2:50][O:51][CH3:52])[N:47]([CH3:53])[N:46]=2)[C:39](=[O:43])[N:40]([CH3:42])[CH:41]=1, predict the reaction product. The product is: [C:1]([O:4][CH2:5][C:6]1[C:7]([N:21]2[CH2:33][CH2:32][N:24]3[C:25]4[CH2:26][CH2:27][CH2:28][CH2:29][C:30]=4[CH:31]=[C:23]3[C:22]2=[O:34])=[CH:8][CH:9]=[CH:10][C:11]=1[C:36]1[CH:37]=[C:38]([NH:44][C:45]2[CH:49]=[C:48]([CH2:50][O:51][CH3:52])[N:47]([CH3:53])[N:46]=2)[C:39](=[O:43])[N:40]([CH3:42])[CH:41]=1)(=[O:3])[CH3:2]. (2) Given the reactants [CH3:1][O:2][C:3]1[C:4]([CH3:14])=[C:5]([CH:9]=[C:10]([O:12][CH3:13])[CH:11]=1)[C:6]([OH:8])=O.S(Cl)([Cl:17])=O.[C:19]12([CH2:29][NH2:30])[CH2:28][CH:23]3[CH2:24][CH:25]([CH2:27][CH:21]([CH2:22]3)[CH2:20]1)[CH2:26]2, predict the reaction product. The product is: [CH3:1][O:2][C:3]1[C:4]([CH3:14])=[C:5]([CH:9]=[C:10]([O:12][CH3:13])[CH:11]=1)[C:6]([NH:30][CH2:29][C:19]12[CH2:26][CH:25]3[CH2:24][CH:23]([CH2:22][C:21]([Cl:17])([CH2:27]3)[CH2:20]1)[CH2:28]2)=[O:8]. (3) Given the reactants [C:1]([O:5][C:6]([N:8]1[CH2:12][CH2:11][C@H:10]([OH:13])[C@H:9]1[C:14]([OH:16])=O)=[O:7])([CH3:4])([CH3:3])[CH3:2].CN(C(ON1N=NC2C=CC=NC1=2)=[N+](C)C)C.F[P-](F)(F)(F)(F)F.CCN(C(C)C)C(C)C.Cl.[CH3:51][O:52][C:53]1[C:57]([CH2:58][NH2:59])=[CH:56][N:55]([C:60]2[CH:61]=[N:62][C:63]([C:66]([F:69])([F:68])[F:67])=[CH:64][CH:65]=2)[N:54]=1, predict the reaction product. The product is: [OH:13][C@H:10]1[CH2:11][CH2:12][N:8]([C:6]([O:5][C:1]([CH3:2])([CH3:3])[CH3:4])=[O:7])[C@@H:9]1[C:14](=[O:16])[NH:59][CH2:58][C:57]1[C:53]([O:52][CH3:51])=[N:54][N:55]([C:60]2[CH:61]=[N:62][C:63]([C:66]([F:68])([F:69])[F:67])=[CH:64][CH:65]=2)[CH:56]=1. (4) Given the reactants [C:1]([O:5][C:6]([N:8]1[C:17]2[C:12](=[CH:13][CH:14]=[CH:15][CH:16]=2)[CH2:11][CH2:10][CH:9]1[C:18]([OH:20])=O)=[O:7])([CH3:4])(C)C.CCN=C=NCCCN(C)C.Cl.[CH:33]1[CH:34]=[CH:35]C2N(O)N=N[C:37]=2[CH:38]=1.C(N(CC)CC)C.[NH2:50][C:51]1[C:59]([NH2:60])=[CH:58][CH:57]=[CH:56][C:52]=1[C:53]([NH2:55])=[O:54], predict the reaction product. The product is: [NH2:50][C:51]1[C:52]([C:53](=[O:54])[NH2:55])=[CH:56][CH:57]=[CH:58][C:59]=1[NH:60][C:18]([CH:9]1[CH2:10][CH2:11][C:12]2[C:17](=[CH:16][CH:15]=[CH:14][CH:13]=2)[N:8]1[C:6]([O:5][CH2:1][C:4]1[CH:35]=[CH:34][CH:33]=[CH:38][CH:37]=1)=[O:7])=[O:20]. (5) Given the reactants [C:1]([C:5]1[CH:12]=[CH:11][C:8]([CH:9]=O)=[CH:7][CH:6]=1)([CH3:4])([CH3:3])[CH3:2].Cl.[F:14][CH:15]([F:26])[O:16][C:17]1[CH:22]=[CH:21][C:20]([CH2:23][CH2:24][NH2:25])=[CH:19][CH:18]=1.C(=O)([O-])[O-].[K+].[K+].[BH4-].[Na+].Cl, predict the reaction product. The product is: [C:1]([C:5]1[CH:12]=[CH:11][C:8]([CH2:9][NH:25][CH2:24][CH2:23][C:20]2[CH:19]=[CH:18][C:17]([O:16][CH:15]([F:14])[F:26])=[CH:22][CH:21]=2)=[CH:7][CH:6]=1)([CH3:4])([CH3:3])[CH3:2]. (6) The product is: [CH2:1]([O:8][CH2:9][C@H:10]([OH:11])[CH2:14][OH:13])[C:2]1[CH:7]=[CH:6][CH:5]=[CH:4][CH:3]=1. Given the reactants [CH2:1]([O:8][CH2:9][C@H:10]1[CH2:14][O:13]C(C)(C)[O:11]1)[C:2]1[CH:7]=[CH:6][CH:5]=[CH:4][CH:3]=1.Cl.C(=O)([O-])O.[Na+], predict the reaction product.